Dataset: Full USPTO retrosynthesis dataset with 1.9M reactions from patents (1976-2016). Task: Predict the reactants needed to synthesize the given product. (1) Given the product [CH3:101][Si:99]([CH3:100])([CH3:102])[CH2:98][CH2:97][O:96][CH2:95][N:78]([CH2:77][O:76][CH2:75][CH2:74][Si:73]([CH3:72])([CH3:103])[CH3:104])[C:79]1[N:84]2[N:85]=[CH:86][CH:87]=[C:83]2[N:82]=[C:81]([CH:88]2[CH2:93][CH2:92][CH2:91][C:90](=[CH:23][C:24]([O:26][CH2:27][CH3:28])=[O:25])[CH2:89]2)[CH:80]=1, predict the reactants needed to synthesize it. The reactants are: C[Si](C)(C)CCOCN(COCC[Si](C)(C)C)C1N2N=CC=C2N=C(C2CCC(=[CH:23][C:24]([O:26][CH2:27][CH3:28])=[O:25])CC2)C=1.C[Si](C)(C)CCOCN(COCC[Si](C)(C)C)C1N2N=CC=C2N=C(C2CCCC(=O)C2)C=1.[CH3:72][Si:73]([CH3:104])([CH3:103])[CH2:74][CH2:75][O:76][CH2:77][N:78]([CH2:95][O:96][CH2:97][CH2:98][Si:99]([CH3:102])([CH3:101])[CH3:100])[C:79]1[N:84]2[N:85]=[CH:86][CH:87]=[C:83]2[N:82]=[C:81]([CH:88]2[CH2:93][CH2:92][C:91](=O)[CH2:90][CH2:89]2)[CH:80]=1. (2) The reactants are: [C:1]([C:4]1[CH:9]=[CH:8][C:7](B(O)O)=[CH:6][CH:5]=1)(=[O:3])[NH2:2].[O:13]1[C:17]2[CH:18]=[CH:19][C:20]([C:22]3([C:25]([NH:27][C:28]4[CH:29]=[N:30][C:31]([CH3:35])=[C:32](Br)[CH:33]=4)=[O:26])[CH2:24][CH2:23]3)=[CH:21][C:16]=2[O:15][CH2:14]1.O1C2C=CC(C3(C(NC4C=NC(C)=C(C5C=CC=CC=5)C=4)=O)CC3)=CC=2OC1. Given the product [O:13]1[C:17]2[CH:18]=[CH:19][C:20]([C:22]3([C:25]([NH:27][C:28]4[CH:33]=[C:32]([C:7]5[CH:8]=[CH:9][C:4]([C:1]([NH2:2])=[O:3])=[CH:5][CH:6]=5)[C:31]([CH3:35])=[N:30][CH:29]=4)=[O:26])[CH2:24][CH2:23]3)=[CH:21][C:16]=2[O:15][CH2:14]1, predict the reactants needed to synthesize it.